This data is from Reaction yield outcomes from USPTO patents with 853,638 reactions. The task is: Predict the reaction yield, written as a fraction of the theoretical maximum amount of product (1.0 means a 100% yield; for example, 0.34 means a 34% yield). The catalyst is S(=O)(=O)(O)O. The yield is 0.870. The product is [Br:1][C:2]1[NH:3][CH:4]=[N:5][C:6]=1[N+:7]([O-:9])=[O:8]. The reactants are [Br:1][C:2]1[N:3]=[CH:4][NH:5][CH:6]=1.[N+:7]([O-])([OH:9])=[O:8].